Predict which catalyst facilitates the given reaction. From a dataset of Catalyst prediction with 721,799 reactions and 888 catalyst types from USPTO. Reactant: [C:1]([O:5][C:6](=[O:24])[CH2:7][CH2:8][CH2:9][CH2:10][CH2:11][CH2:12][CH2:13][CH2:14][CH2:15][CH2:16][CH2:17][CH2:18][CH2:19][CH2:20][C:21]([OH:23])=O)([CH3:4])([CH3:3])[CH3:2].ON1C2N=CC=CC=2N=N1.C(N(C(C)C)CC)(C)C.[C:44]([O:48][C:49]([CH2:51][CH2:52][NH:53][CH2:54][C:55]1[CH:63]=[CH:62][C:58]([C:59]([OH:61])=[O:60])=[CH:57][CH:56]=1)=[O:50])([CH3:47])([CH3:46])[CH3:45]. Product: [C:44]([O:48][C:49]([CH2:51][CH2:52][N:53]([CH2:54][C:55]1[CH:63]=[CH:62][C:58]([C:59]([OH:61])=[O:60])=[CH:57][CH:56]=1)[C:21](=[O:23])[CH2:20][CH2:19][CH2:18][CH2:17][CH2:16][CH2:15][CH2:14][CH2:13][CH2:12][CH2:11][CH2:10][CH2:9][CH2:8][CH2:7][C:6]([O:5][C:1]([CH3:2])([CH3:3])[CH3:4])=[O:24])=[O:50])([CH3:47])([CH3:45])[CH3:46]. The catalyst class is: 13.